This data is from Full USPTO retrosynthesis dataset with 1.9M reactions from patents (1976-2016). The task is: Predict the reactants needed to synthesize the given product. (1) The reactants are: C([O:4][CH2:5][CH2:6][O:7][CH2:8][C:9]1[CH:14]=[C:13]([Cl:15])[CH:12]=[C:11]([Cl:16])[C:10]=1[C:17]#[N:18])(=O)C.[OH-].[Na+]. Given the product [NH2:18][CH2:17][C:10]1[C:11]([Cl:16])=[CH:12][C:13]([Cl:15])=[CH:14][C:9]=1[CH2:8][O:7][CH2:6][CH2:5][OH:4], predict the reactants needed to synthesize it. (2) Given the product [ClH:33].[Cl:34][C:28]1[C:29]([F:32])=[C:30]2[C:25](=[CH:26][CH:27]=1)[NH:24][C:23]([C:21]([NH:20][C@H:10]1[CH2:11][CH2:12][C@H:13]([C:15](=[O:19])[N:16]([CH3:18])[CH3:17])[CH2:14][C@H:9]1[NH:8][C:6]([C:43]1[S:44][C:38]3[CH2:37][N:36]([CH3:35])[CH2:41][CH2:40][C:39]=3[N:42]=1)=[O:5])=[O:22])=[CH:31]2, predict the reactants needed to synthesize it. The reactants are: C([O:5][C:6]([NH:8][C@@H:9]1[CH2:14][C@@H:13]([C:15](=[O:19])[N:16]([CH3:18])[CH3:17])[CH2:12][CH2:11][C@@H:10]1[NH:20][C:21]([C:23]1[NH:24][C:25]2[C:30]([CH:31]=1)=[C:29]([F:32])[CH:28]=[C:27]([Cl:33])[CH:26]=2)=[O:22])=O)(C)(C)C.[ClH:34].[CH3:35][N:36]1[CH2:41][CH2:40][C:39]2[N:42]=[C:43](C([O-])=O)[S:44][C:38]=2[CH2:37]1.[Li+].